The task is: Regression. Given a peptide amino acid sequence and an MHC pseudo amino acid sequence, predict their binding affinity value. This is MHC class I binding data.. This data is from Peptide-MHC class I binding affinity with 185,985 pairs from IEDB/IMGT. (1) The peptide sequence is EMIRYMAL. The MHC is H-2-Db with pseudo-sequence H-2-Db. The binding affinity (normalized) is 0. (2) The peptide sequence is NYFNRMFHF. The MHC is HLA-B18:01 with pseudo-sequence HLA-B18:01. The binding affinity (normalized) is 0.372.